From a dataset of Orexin1 receptor HTS with 218,158 compounds and 233 confirmed actives. Binary Classification. Given a drug SMILES string, predict its activity (active/inactive) in a high-throughput screening assay against a specified biological target. (1) The drug is O1C(C(=O)C(c2c1ccc1c2oc(=O)cc1)\C=N\O)(C)C. The result is 0 (inactive). (2) The compound is Clc1nc(NCCC#C)c(=O)n(Cc2ccccc2)c1C. The result is 0 (inactive). (3) The compound is Clc1c(sc2c1cccc2)C(=O)NC(=S)N1C(CC(OC)=O)C(=O)NCC1. The result is 0 (inactive). (4) The molecule is O1c2c(OCC1)ccc(NC(=O)c1nn(CC)cc1[N+]([O-])=O)c2. The result is 0 (inactive).